From a dataset of Full USPTO retrosynthesis dataset with 1.9M reactions from patents (1976-2016). Predict the reactants needed to synthesize the given product. (1) Given the product [C:25]([CH:30]1[CH2:35][CH2:34][C:33]([F:24])([F:23])[CH2:32][CH2:31]1)([O:27][CH2:28][CH3:29])=[O:26], predict the reactants needed to synthesize it. The reactants are: F[B-](F)(F)F.CCCC[N+](CCCC)(CCCC)CCCC.[FH:23].[F-:24].[C:25]([CH:30]1[CH2:35][CH2:34][C:33](=O)[CH2:32][CH2:31]1)([O:27][CH2:28][CH3:29])=[O:26]. (2) Given the product [ClH:39].[C:8]1([CH2:9][N:28]([C:26]2[NH:27][C:21]3[C:22]([N:25]=2)=[N:23][CH:24]=[C:19]([C:16]2[CH:17]=[CH:18][C:7]4[O:6][CH2:5][CH2:11][NH:10][CH2:9][C:8]=4[CH:15]=2)[CH:20]=3)[C:29](=[O:30])[OH:31])[CH:15]=[CH:16][CH:17]=[CH:18][CH:7]=1, predict the reactants needed to synthesize it. The reactants are: CC([CH:5]1[CH2:11][N:10](C([O-])=O)[CH2:9][C:8]2[CH:15]=[C:16]([C:19]3[CH:20]=[C:21]4[NH:27][C:26]([NH:28][C:29]([O:31]CC5C=CC=CC=5)=[O:30])=[N:25][C:22]4=[N:23][CH:24]=3)[CH:17]=[CH:18][C:7]=2[O:6]1)(C)C.[ClH:39]. (3) Given the product [C:23]([O:22][C:20]([NH:14][CH:9]([C:4]1[CH:5]=[CH:6][CH:7]=[CH:8][C:3]=1[F:2])[C:10]([O:12][CH3:13])=[O:11])=[O:21])([CH3:26])([CH3:25])[CH3:24], predict the reactants needed to synthesize it. The reactants are: [Cl-].[F:2][C:3]1[CH:8]=[CH:7][CH:6]=[CH:5][C:4]=1[CH:9]([NH3+:14])[C:10]([O:12][CH3:13])=[O:11].C([O-])(O)=O.[Na+].[C:20](O[C:20]([O:22][C:23]([CH3:26])([CH3:25])[CH3:24])=[O:21])([O:22][C:23]([CH3:26])([CH3:25])[CH3:24])=[O:21].CCOC(C)=O. (4) Given the product [CH2:10]([N:6]1[C:5]2[CH:17]=[CH:18][C:2]([NH:1][C:20]3[CH:32]=[CH:31][C:30]([Cl:33])=[CH:29][C:21]=3[C:22]([O:24][C:25]([CH3:26])([CH3:27])[CH3:28])=[O:23])=[CH:3][C:4]=2[S:8][C:7]1=[O:9])[C:11]1[CH:16]=[CH:15][CH:14]=[CH:13][CH:12]=1, predict the reactants needed to synthesize it. The reactants are: [NH2:1][C:2]1[CH:18]=[CH:17][C:5]2[N:6]([CH2:10][C:11]3[CH:16]=[CH:15][CH:14]=[CH:13][CH:12]=3)[C:7](=[O:9])[S:8][C:4]=2[CH:3]=1.Br[C:20]1[CH:32]=[CH:31][C:30]([Cl:33])=[CH:29][C:21]=1[C:22]([O:24][C:25]([CH3:28])([CH3:27])[CH3:26])=[O:23].C(=O)([O-])[O-].[Cs+].[Cs+].C1(C)C=CC=CC=1. (5) Given the product [Br:1][C:2]1[CH:6]=[C:5]([C:7]2[O:9][C:28](=[O:29])[C:27]3[CH:31]=[C:32]([Cl:36])[CH:33]=[C:34]([CH3:35])[C:26]=3[N:25]=2)[N:4]([C:10]2[C:15]([Cl:16])=[CH:14][CH:13]=[CH:12][N:11]=2)[N:3]=1, predict the reactants needed to synthesize it. The reactants are: [Br:1][C:2]1[CH:6]=[C:5]([C:7]([OH:9])=O)[N:4]([C:10]2[C:15]([Cl:16])=[CH:14][CH:13]=[CH:12][N:11]=2)[N:3]=1.C(#N)C.CS(Cl)(=O)=O.[NH2:25][C:26]1[C:34]([CH3:35])=[CH:33][C:32]([Cl:36])=[CH:31][C:27]=1[C:28](O)=[O:29]. (6) Given the product [F:14][C:11]([CH3:13])([CH3:12])[CH2:10][CH2:9][O:8][C:5]1[CH:6]=[CH:7][C:2]([C:26]2[CH:25]=[CH:24][CH:23]=[C:18]([C:19]([O:21][CH3:22])=[O:20])[C:17]=2[CH3:16])=[C:3]([CH3:15])[CH:4]=1, predict the reactants needed to synthesize it. The reactants are: Br[C:2]1[CH:7]=[CH:6][C:5]([O:8][CH2:9][CH2:10][C:11]([F:14])([CH3:13])[CH3:12])=[CH:4][C:3]=1[CH3:15].[CH3:16][C:17]1[C:26](B2OC(C)(C)C(C)(C)O2)=[CH:25][CH:24]=[CH:23][C:18]=1[C:19]([O:21][CH3:22])=[O:20].C1(P(C2CCCCC2)C2C=CC=CC=2C2C(OC)=CC=CC=2OC)CCCCC1.P([O-])([O-])([O-])=O.[K+].[K+].[K+]. (7) Given the product [F:38][C:26]1([F:25])[O:30][C:29]2[CH:31]=[CH:32][C:33]([C:35]3[O:1][N:2]=[C:3]([C:5]4[CH:13]=[CH:12][C:11]5[N:10]6[CH2:14][CH2:15][CH:16]([CH2:17][C:18]([OH:20])=[O:19])[C:9]6=[CH:8][C:7]=5[CH:6]=4)[N:4]=3)=[CH:34][C:28]=2[O:27]1, predict the reactants needed to synthesize it. The reactants are: [OH:1][N:2]=[C:3]([C:5]1[CH:13]=[CH:12][C:11]2[N:10]3[CH2:14][CH2:15][CH:16]([CH2:17][C:18]([O:20]C(C)(C)C)=[O:19])[C:9]3=[CH:8][C:7]=2[CH:6]=1)[NH2:4].[F:25][C:26]1([F:38])[O:30][C:29]2[CH:31]=[CH:32][C:33]([C:35](Cl)=O)=[CH:34][C:28]=2[O:27]1. (8) Given the product [CH3:21][N:22]([CH2:23][C:24]1[CH:25]=[N:26][CH:27]=[CH:28][CH:29]=1)[C:3]([C:5]1[N:6]([CH3:20])[C:7]([C:10]2[S:18][C:17]3[C:12](=[N:13][CH:14]=[CH:15][C:16]=3[Cl:19])[CH:11]=2)=[CH:8][N:9]=1)=[O:4], predict the reactants needed to synthesize it. The reactants are: CO[C:3]([C:5]1[N:6]([CH3:20])[C:7]([C:10]2[S:18][C:17]3[C:12](=[N:13][CH:14]=[CH:15][C:16]=3[Cl:19])[CH:11]=2)=[CH:8][N:9]=1)=[O:4].[CH3:21][NH:22][CH2:23][C:24]1[CH:25]=[N:26][CH:27]=[CH:28][CH:29]=1. (9) Given the product [C:1]([O:6][CH2:7][CH:9]1[O:11][CH2:10]1)(=[O:5])[C:2]([CH3:4])=[CH2:3], predict the reactants needed to synthesize it. The reactants are: [C:1]([OH:6])(=[O:5])[C:2]([CH3:4])=[CH2:3].[CH2:7]([CH:9]1[O:11][CH2:10]1)Cl.